From a dataset of Forward reaction prediction with 1.9M reactions from USPTO patents (1976-2016). Predict the product of the given reaction. The product is: [C:1]([O:5][C:6]([N:8]1[CH2:12][CH2:11][C:10]2([CH2:21][C:20](=[O:22])[C:19]3[C:14](=[CH:15][CH:16]=[C:17](/[CH:23]=[CH:24]/[C:25]([NH:42][O:43][CH:44]4[CH2:49][CH2:48][CH2:47][CH2:46][O:45]4)=[O:27])[CH:18]=3)[O:13]2)[CH2:9]1)=[O:7])([CH3:2])([CH3:4])[CH3:3]. Given the reactants [C:1]([O:5][C:6]([N:8]1[CH2:12][CH2:11][C:10]2([CH2:21][C:20](=[O:22])[C:19]3[C:14](=[CH:15][CH:16]=[C:17](/[CH:23]=[CH:24]/[C:25]([OH:27])=O)[CH:18]=3)[O:13]2)[CH2:9]1)=[O:7])([CH3:4])([CH3:3])[CH3:2].C(Cl)CCl.C1C=CC2N(O)N=NC=2C=1.[NH2:42][O:43][CH:44]1[CH2:49][CH2:48][CH2:47][CH2:46][O:45]1, predict the reaction product.